Task: Predict which catalyst facilitates the given reaction.. Dataset: Catalyst prediction with 721,799 reactions and 888 catalyst types from USPTO (1) Reactant: [NH:1]1[C:5]2=[N:6][CH:7]=[CH:8][C:9]([C:10]3[CH:15]=[CH:14][C:13]([NH2:16])=[CH:12][CH:11]=3)=[C:4]2[CH:3]=[CH:2]1.[F:17][C:18]1[CH:27]=[CH:26][CH:25]=[CH:24][C:19]=1[CH2:20][N:21]=[C:22]=[O:23]. Product: [F:17][C:18]1[CH:27]=[CH:26][CH:25]=[CH:24][C:19]=1[CH2:20][NH:21][C:22]([NH:16][C:13]1[CH:14]=[CH:15][C:10]([C:9]2[CH:8]=[CH:7][N:6]=[C:5]3[NH:1][CH:2]=[CH:3][C:4]=23)=[CH:11][CH:12]=1)=[O:23]. The catalyst class is: 1. (2) The catalyst class is: 1. Reactant: [CH3:1][C:2]1[NH:3][C:4]([C:22]([F:25])([F:24])[F:23])=[C:5]([C:20]#[N:21])[C@H:6]([C:10]2[CH:11]=[C:12]3[C:16](=[CH:17][CH:18]=2)[NH:15][N:14]=[C:13]3[CH3:19])[C:7]=1[C:8]#[N:9].[OH-].[Na+:27]. Product: [C:8]([C:7]1[C@@H:6]([C:10]2[CH:11]=[C:12]3[C:16](=[CH:17][CH:18]=2)[NH:15][N:14]=[C:13]3[CH3:19])[C:5]([C:20]#[N:21])=[C:4]([C:22]([F:23])([F:25])[F:24])[N-:3][C:2]=1[CH3:1])#[N:9].[Na+:27].